Dataset: Peptide-MHC class II binding affinity with 134,281 pairs from IEDB. Task: Regression. Given a peptide amino acid sequence and an MHC pseudo amino acid sequence, predict their binding affinity value. This is MHC class II binding data. (1) The peptide sequence is DFLAKKGGEAMDTIS. The MHC is HLA-DQA10201-DQB10303 with pseudo-sequence HLA-DQA10201-DQB10303. The binding affinity (normalized) is 0. (2) The peptide sequence is YDKFLANVSCVLTGK. The MHC is DRB1_0401 with pseudo-sequence DRB1_0401. The binding affinity (normalized) is 0.569.